This data is from Reaction yield outcomes from USPTO patents with 853,638 reactions. The task is: Predict the reaction yield, written as a fraction of the theoretical maximum amount of product (1.0 means a 100% yield; for example, 0.34 means a 34% yield). (1) The reactants are [C:1]([O:5][C:6](=[O:34])[CH2:7][CH:8]([NH:23]C(OCC1C=CC=CC=1)=O)[CH:9]([OH:22])[CH2:10][O:11][C:12]1[C:17]([F:18])=[C:16]([F:19])[CH:15]=[C:14]([F:20])[C:13]=1[F:21])([CH3:4])([CH3:3])[CH3:2]. The catalyst is CO.[Pd]. The product is [C:1]([O:5][C:6](=[O:34])[CH2:7][C@H:8]([NH2:23])[CH:9]([OH:22])[CH2:10][O:11][C:12]1[C:13]([F:21])=[C:14]([F:20])[CH:15]=[C:16]([F:19])[C:17]=1[F:18])([CH3:4])([CH3:2])[CH3:3]. The yield is 0.900. (2) The reactants are [CH2:1]([C:8]1[N:9]=[C:10]([CH3:26])[C:11]2[CH2:17][CH2:16][N:15](CC3C=CC=CC=3)[CH2:14][CH2:13][C:12]=2[N:25]=1)[C:2]1[CH:7]=[CH:6][CH:5]=[CH:4][CH:3]=1. The catalyst is [Pd]. The product is [CH2:1]([C:8]1[N:9]=[C:10]([CH3:26])[C:11]2[CH2:17][CH2:16][NH:15][CH2:14][CH2:13][C:12]=2[N:25]=1)[C:2]1[CH:3]=[CH:4][CH:5]=[CH:6][CH:7]=1. The yield is 0.900. (3) The reactants are [Cl:1][C:2]1[C:3]([C:35](=[O:45])[N:36]([CH2:41][CH2:42][CH2:43][CH3:44])[CH2:37][CH2:38][CH2:39][CH3:40])=[N:4][N:5]([C:8]2[CH:18]=[CH:17][C:16]([C:19](=[O:34])[NH:20][S:21]([C:24]3[CH:33]=[CH:32][C:31]4[C:26](=[CH:27][CH:28]=[CH:29][CH:30]=4)[CH:25]=3)(=[O:23])=[O:22])=[CH:15][C:9]=2[C:10]([O:12]CC)=[O:11])[C:6]=1[CH3:7].[OH-].[Na+].Cl. The catalyst is C1COCC1.CO. The product is [Cl:1][C:2]1[C:3]([C:35](=[O:45])[N:36]([CH2:41][CH2:42][CH2:43][CH3:44])[CH2:37][CH2:38][CH2:39][CH3:40])=[N:4][N:5]([C:8]2[CH:18]=[CH:17][C:16]([C:19](=[O:34])[NH:20][S:21]([C:24]3[CH:33]=[CH:32][C:31]4[C:26](=[CH:27][CH:28]=[CH:29][CH:30]=4)[CH:25]=3)(=[O:22])=[O:23])=[CH:15][C:9]=2[C:10]([OH:12])=[O:11])[C:6]=1[CH3:7]. The yield is 0.780.